From a dataset of Full USPTO retrosynthesis dataset with 1.9M reactions from patents (1976-2016). Predict the reactants needed to synthesize the given product. (1) Given the product [ClH:28].[Cl:28][C:23]1[CH:24]=[CH:25][C:20]([C:2]([F:27])([F:1])[CH2:3][N:4]2[CH2:9][CH2:8][CH:7]([NH:10][C:11]3[C:12]4[CH:19]=[CH:18][NH:17][C:13]=4[N:14]=[CH:15][N:16]=3)[CH2:6][CH2:5]2)=[CH:21][CH:22]=1, predict the reactants needed to synthesize it. The reactants are: [F:1][C:2]([F:27])([C:20]1[CH:25]=[CH:24][C:23](C)=[CH:22][CH:21]=1)[CH2:3][N:4]1[CH2:9][CH2:8][CH:7]([NH:10][C:11]2[C:12]3[CH:19]=[CH:18][NH:17][C:13]=3[N:14]=[CH:15][N:16]=2)[CH2:6][CH2:5]1.[ClH:28].CCOCC. (2) Given the product [CH2:10]([O:8][C:5]1[CH:6]=[CH:7][C:2]([I:1])=[CH:3][CH:4]=1)[CH2:11][CH2:12][CH2:13][CH2:14][CH3:15], predict the reactants needed to synthesize it. The reactants are: [I:1][C:2]1[CH:7]=[CH:6][C:5]([OH:8])=[CH:4][CH:3]=1.Br[CH2:10][CH2:11][CH2:12][CH2:13][CH2:14][CH3:15]. (3) Given the product [ClH:21].[ClH:39].[ClH:21].[Cl:21][C:20]1[C:15]([C:13]2[S:12][C:11]3[CH:33]=[C:7]([C:5]([OH:6])=[O:4])[CH:8]=[CH:9][C:10]=3[CH:14]=2)=[N:16][C:17]([NH:22][CH2:23][CH2:24][CH2:25][N:26]2[CH2:27][CH2:28][N:29]([CH3:32])[CH2:30][CH2:31]2)=[N:18][CH:19]=1, predict the reactants needed to synthesize it. The reactants are: [Li+].[OH-].C[O:4][C:5]([C:7]1[CH:8]=[CH:9][C:10]2[CH:14]=[C:13]([C:15]3[C:20]([Cl:21])=[CH:19][N:18]=[C:17]([NH:22][CH2:23][CH2:24][CH2:25][N:26]4[CH2:31][CH2:30][N:29]([CH3:32])[CH2:28][CH2:27]4)[N:16]=3)[S:12][C:11]=2[CH:33]=1)=[O:6].C1COCC1.[ClH:39]. (4) Given the product [CH:17]1([CH2:16][CH:7]([N:6]2[C:4](=[O:5])[C:3]3[C:2](=[C:26]([O:27][CH3:28])[CH:25]=[CH:24][CH:23]=3)[N:1]=[CH:29]2)[C:8]([NH:9][C:10]2[S:11][CH:12]=[CH:13][N:14]=2)=[O:15])[CH2:22][CH2:21][CH2:20][CH2:19][CH2:18]1, predict the reactants needed to synthesize it. The reactants are: [NH2:1][C:2]1[C:26]([O:27][CH3:28])=[CH:25][CH:24]=[CH:23][C:3]=1[C:4]([NH:6][CH:7]([CH2:16][CH:17]1[CH2:22][CH2:21][CH2:20][CH2:19][CH2:18]1)[C:8](=[O:15])[NH:9][C:10]1[S:11][CH:12]=[CH:13][N:14]=1)=[O:5].[CH:29](OCC)(OCC)OCC.CCN(CC)CC. (5) Given the product [Br:1][CH:2]([CH2:6][CH:7]1[CH2:12][CH2:11][O:10][CH2:9][CH2:8]1)[C:3]([O:5][CH2:17][CH3:18])=[O:4], predict the reactants needed to synthesize it. The reactants are: [Br:1][CH:2]([CH2:6][CH:7]1[CH2:12][CH2:11][O:10][CH2:9][CH2:8]1)[C:3]([OH:5])=[O:4].S(Br)(Br)=O.[CH3:17][CH2:18]OC(C)=O.O. (6) Given the product [O:16]1[C:21]2[CH:22]=[CH:23][C:24]([CH2:26][NH:1][C:2]3([CH3:15])[CH2:3][CH2:4][N:5]([C:8]([O:10][C:11]([CH3:14])([CH3:13])[CH3:12])=[O:9])[CH2:6][CH2:7]3)=[CH:25][C:20]=2[O:19][CH2:18][CH2:17]1, predict the reactants needed to synthesize it. The reactants are: [NH2:1][C:2]1([CH3:15])[CH2:7][CH2:6][N:5]([C:8]([O:10][C:11]([CH3:14])([CH3:13])[CH3:12])=[O:9])[CH2:4][CH2:3]1.[O:16]1[C:21]2[CH:22]=[CH:23][C:24]([CH:26]=O)=[CH:25][C:20]=2[O:19][CH2:18][CH2:17]1.C(O[BH-](OC(=O)C)OC(=O)C)(=O)C.[Na+].C(=O)([O-])O.[Na+].